Predict the product of the given reaction. From a dataset of Forward reaction prediction with 1.9M reactions from USPTO patents (1976-2016). (1) The product is: [Cl:1][C:2]1[CH:3]=[CH:4][C:5]2[N:11]3[CH:12]=[CH:13][CH:14]=[C:10]3[C@@H:9]([CH2:15][CH2:16][N:17]3[CH:21]=[C:20]([C:22]([CH3:28])([CH3:29])[C:23]([OH:25])=[O:24])[N:19]=[CH:18]3)[O:8][C@H:7]([C:30]3[CH:35]=[CH:34][CH:33]=[C:32]([O:36][CH3:37])[C:31]=3[O:38][CH3:39])[C:6]=2[CH:40]=1. Given the reactants [Cl:1][C:2]1[CH:3]=[CH:4][C:5]2[N:11]3[CH:12]=[CH:13][CH:14]=[C:10]3[C@@H:9]([CH2:15][CH2:16][N:17]3[CH:21]=[C:20]([C:22]([CH3:29])([CH3:28])[C:23]([O:25]CC)=[O:24])[N:19]=[CH:18]3)[O:8][C@H:7]([C:30]3[CH:35]=[CH:34][CH:33]=[C:32]([O:36][CH3:37])[C:31]=3[O:38][CH3:39])[C:6]=2[CH:40]=1.O1CCCC1.[OH-].[Na+].C(O)(=O)CC(CC(O)=O)(C(O)=O)O, predict the reaction product. (2) Given the reactants [N:1]12[CH2:8][CH2:7][C:4]([CH2:9][NH:10]C(C3C4C(=CC=CC=4)NC=3)=O)([CH2:5][CH2:6]1)[CH2:3][CH2:2]2.[F:22][C:23]1[CH:24]=[C:25]2[C:29](=[CH:30][CH:31]=1)[NH:28][N:27]=[C:26]2[C:32](Cl)=[O:33], predict the reaction product. The product is: [F:22][C:23]1[CH:24]=[C:25]2[C:29](=[CH:30][CH:31]=1)[NH:28][N:27]=[C:26]2[C:32]([NH:10][CH2:9][C:4]12[CH2:7][CH2:8][N:1]([CH2:6][CH2:5]1)[CH2:2][CH2:3]2)=[O:33]. (3) Given the reactants [Br:1][C:2]1[N:7]=[C:6]([CH2:8][C:9]#[N:10])[CH:5]=[CH:4][CH:3]=1.[Li+].C[Si]([N-][Si](C)(C)C)(C)C.Br[CH2:22][CH2:23][O:24][Si:25]([C:28]([CH3:31])([CH3:30])[CH3:29])([CH3:27])[CH3:26], predict the reaction product. The product is: [Br:1][C:2]1[N:7]=[C:6]([CH:8]([CH2:22][CH2:23][O:24][Si:25]([C:28]([CH3:31])([CH3:30])[CH3:29])([CH3:27])[CH3:26])[C:9]#[N:10])[CH:5]=[CH:4][CH:3]=1. (4) Given the reactants [O:1]=[CH:2][C:3]1[CH:11]=[CH:10][C:8]([OH:9])=[C:5]([O:6][CH3:7])[CH:4]=1.Br[CH2:13][C:14]([O:16][CH2:17][CH3:18])=[O:15].C(=O)([O-])[O-].[K+].[K+], predict the reaction product. The product is: [CH2:17]([O:16][C:14](=[O:15])[CH2:13][O:9][C:8]1[CH:10]=[CH:11][C:3]([CH:2]=[O:1])=[CH:4][C:5]=1[O:6][CH3:7])[CH3:18].